Task: Predict which catalyst facilitates the given reaction.. Dataset: Catalyst prediction with 721,799 reactions and 888 catalyst types from USPTO (1) Reactant: [CH3:1][O:2][C:3]1[C:12]2[N:11]=[N:10][C:9]3=[C:13]([CH3:23])[N:14]=[C:15]([C:16]4[CH:21]=[CH:20][N:19]=[CH:18][C:17]=4[CH3:22])[N:8]3[C:7]=2[CH:6]=[C:5]([OH:24])[CH:4]=1.C(=O)([O-])[O-].[Cs+].[Cs+].Br[CH2:32][CH:33]1[CH2:35][CH2:34]1. Product: [CH:33]1([CH2:32][O:24][C:5]2[CH:4]=[C:3]([O:2][CH3:1])[C:12]3[N:11]=[N:10][C:9]4=[C:13]([CH3:23])[N:14]=[C:15]([C:16]5[CH:21]=[CH:20][N:19]=[CH:18][C:17]=5[CH3:22])[N:8]4[C:7]=3[CH:6]=2)[CH2:35][CH2:34]1. The catalyst class is: 384. (2) Product: [CH3:15][O:13][C:4]1[N:3]=[CH:14][C:9]([C:8](=[O:11])[CH3:7])=[CH:10][CH:5]=1. The catalyst class is: 7. Reactant: CO[N:3]([CH3:14])[C:4](=[O:13])[C:5]1[CH:10]=[CH:9][C:8]([O:11]C)=[CH:7]C=1.[CH2:15](OCC)C.C[Mg]Br. (3) Reactant: Cl.[F:2][CH:3]1[CH2:8][CH2:7][NH:6][CH2:5][CH2:4]1.C(N(CC)CC)C.[CH2:16]([O:23][C:24]([N:26]([CH2:47][C:48]([N:50]1[CH2:54][C@@H:53]([F:55])[CH2:52][C@H:51]1[C:56]#[N:57])=[O:49])[C:27]12[CH2:34][CH2:33][C:30]([C:35](ON3C4C=CC=CC=4N=N3)=[O:36])([CH2:31][CH2:32]1)[CH2:29][CH2:28]2)=[O:25])[C:17]1[CH:22]=[CH:21][CH:20]=[CH:19][CH:18]=1. Product: [CH2:16]([O:23][C:24]([N:26]([CH2:47][C:48]([N:50]1[CH2:54][C@@H:53]([F:55])[CH2:52][C@H:51]1[C:56]#[N:57])=[O:49])[C:27]12[CH2:34][CH2:33][C:30]([C:35]([N:6]3[CH2:7][CH2:8][CH:3]([F:2])[CH2:4][CH2:5]3)=[O:36])([CH2:31][CH2:32]1)[CH2:29][CH2:28]2)=[O:25])[C:17]1[CH:18]=[CH:19][CH:20]=[CH:21][CH:22]=1. The catalyst class is: 217. (4) Reactant: [CH:1]1([NH2:4])[CH2:3][CH2:2]1.[CH3:5][C:6]1[C:11]([O:12][C:13]2[CH:18]=[CH:17][N:16]=[C:15]([NH:19][C:20]3[CH:21]=[C:22]([CH:26]=[CH:27][CH:28]=3)[C:23](O)=[O:24])[CH:14]=2)=[CH:10][CH:9]=[C:8]([CH3:29])[N:7]=1.CCN(C(C)C)C(C)C.CN(C(ON1N=NC2C=CC=CC1=2)=[N+](C)C)C.F[P-](F)(F)(F)(F)F. Product: [CH:1]1([NH:4][C:23](=[O:24])[C:22]2[CH:26]=[CH:27][CH:28]=[C:20]([NH:19][C:15]3[CH:14]=[C:13]([O:12][C:11]4[C:6]([CH3:5])=[N:7][C:8]([CH3:29])=[CH:9][CH:10]=4)[CH:18]=[CH:17][N:16]=3)[CH:21]=2)[CH2:3][CH2:2]1. The catalyst class is: 3.